From a dataset of Catalyst prediction with 721,799 reactions and 888 catalyst types from USPTO. Predict which catalyst facilitates the given reaction. (1) Reactant: [Cl:1][C:2]1[CH:7]=[CH:6][C:5]([CH:8]2[N:12]([C:13]3[CH:18]=[CH:17][C:16]([Cl:19])=[CH:15][C:14]=3[Cl:20])[N:11]=[C:10]([C:21]([OH:23])=[O:22])[CH2:9]2)=[CH:4][CH:3]=1.[CH2:24](O)[CH3:25].O.C1(C)C=CC(S(O)(=O)=O)=CC=1. Product: [CH2:24]([O:22][C:21]([C:10]1[CH2:9][CH:8]([C:5]2[CH:4]=[CH:3][C:2]([Cl:1])=[CH:7][CH:6]=2)[N:12]([C:13]2[CH:18]=[CH:17][C:16]([Cl:19])=[CH:15][C:14]=2[Cl:20])[N:11]=1)=[O:23])[CH3:25]. The catalyst class is: 11. (2) Reactant: [OH:1][C:2]1[CH:7]=[CH:6][C:5]([C:8](=[O:27])[CH2:9][CH2:10][C:11]2[S:15][C:14]([C:16]3[CH:21]=[CH:20][C:19]([C:22]([F:25])([F:24])[F:23])=[CH:18][CH:17]=3)=[N:13][C:12]=2[CH3:26])=[CH:4][C:3]=1[CH3:28].Br[CH2:30][C:31]([O:33][CH2:34][CH3:35])=[O:32].C(=O)([O-])[O-].[Cs+].[Cs+]. Product: [CH3:28][C:3]1[CH:4]=[C:5]([C:8](=[O:27])[CH2:9][CH2:10][C:11]2[S:15][C:14]([C:16]3[CH:21]=[CH:20][C:19]([C:22]([F:25])([F:24])[F:23])=[CH:18][CH:17]=3)=[N:13][C:12]=2[CH3:26])[CH:6]=[CH:7][C:2]=1[O:1][CH2:30][C:31]([O:33][CH2:34][CH3:35])=[O:32]. The catalyst class is: 10. (3) Reactant: [C:1]([NH:8][C@H:9]([C:36]1[CH:41]=[CH:40][CH:39]=[C:38]([O:42]CC2C=CC=CC=2)[CH:37]=1)[C@@H:10]([C:22]1[CH:27]=[CH:26][CH:25]=[C:24]([O:28]CC2C=CC=CC=2)[CH:23]=1)[NH:11][S:12]([C:15]1[CH:21]=[CH:20][C:18]([CH3:19])=[CH:17][CH:16]=1)(=[O:14])=[O:13])([O:3][C:4]([CH3:7])([CH3:6])[CH3:5])=[O:2].[H][H]. Product: [C:1]([NH:8][C@H:9]([C:36]1[CH:41]=[CH:40][CH:39]=[C:38]([OH:42])[CH:37]=1)[C@@H:10]([C:22]1[CH:27]=[CH:26][CH:25]=[C:24]([OH:28])[CH:23]=1)[NH:11][S:12]([C:15]1[CH:21]=[CH:20][C:18]([CH3:19])=[CH:17][CH:16]=1)(=[O:13])=[O:14])([O:3][C:4]([CH3:6])([CH3:7])[CH3:5])=[O:2]. The catalyst class is: 50.